Dataset: Catalyst prediction with 721,799 reactions and 888 catalyst types from USPTO. Task: Predict which catalyst facilitates the given reaction. (1) Reactant: [NH2:1][CH:2]1[CH2:7][CH2:6][N:5]([C:8]2[CH:16]=[CH:15][C:11]([C:12]([OH:14])=[O:13])=[CH:10][CH:9]=2)[CH2:4][CH2:3]1.C(N(CC)CC)C.[CH3:24][C:25]([O:28][C:29](O[C:29]([O:28][C:25]([CH3:27])([CH3:26])[CH3:24])=[O:30])=[O:30])([CH3:27])[CH3:26]. Product: [C:25]([O:28][C:29]([NH:1][CH:2]1[CH2:7][CH2:6][N:5]([C:8]2[CH:16]=[CH:15][C:11]([C:12]([OH:14])=[O:13])=[CH:10][CH:9]=2)[CH2:4][CH2:3]1)=[O:30])([CH3:27])([CH3:26])[CH3:24]. The catalyst class is: 4. (2) Reactant: [OH-:1].[Na+].[OH2:3].[NH2:4][C:5]1[N:10]=[CH:9][N:8]=[C:7]2[N:11]([CH:15]([C:17]3[C:18]([O:33][CH3:34])=[C:19]([C:25]4[CH:26]=[CH:27][C:28]([C:31]#N)=[N:29][CH:30]=4)[C:20]([CH3:24])=[C:21]([Cl:23])[CH:22]=3)[CH3:16])[N:12]=[C:13]([CH3:14])[C:6]=12.Cl. Product: [NH2:4][C:5]1[N:10]=[CH:9][N:8]=[C:7]2[N:11]([CH:15]([C:17]3[C:18]([O:33][CH3:34])=[C:19]([C:25]4[CH:26]=[CH:27][C:28]([C:31]([OH:3])=[O:1])=[N:29][CH:30]=4)[C:20]([CH3:24])=[C:21]([Cl:23])[CH:22]=3)[CH3:16])[N:12]=[C:13]([CH3:14])[C:6]=12. The catalyst class is: 8. (3) Reactant: [C@@H:1]1([O:12][C@@H:13]2[C@@H:40]([CH2:41][OH:42])[O:39][C@@H:16]([O:17][CH2:18][CH2:19][O:20][CH2:21][CH2:22][O:23][CH2:24][CH2:25][O:26][CH2:27][CH2:28][O:29][CH2:30][CH2:31][O:32][CH2:33][CH2:34][O:35][CH2:36][CH:37]=[CH2:38])[C@H:15]([OH:43])[C@H:14]2[OH:44])[O:9][C@H:8]([CH2:10][OH:11])[C@H:6]([OH:7])[C@H:4]([OH:5])[C@H:2]1[OH:3].C1N(CCO)CCN(CCS(O)(=O)=O)C1.C(S)[C@@H](O)[C@H](O)CS.C1C(=O)NC(=O)N([C@@H]2O[C@H](COP(OP(O[C@H:91]3[O:96][C@H:95]([CH2:97][OH:98])[C@@H:94]([OH:99])[C@H:93]([OH:100])[C@H:92]3[OH:101])(O)=O)(O)=O)[C@@H](O)[C@H]2O)C=1. The catalyst class is: 6. Product: [C@H:91]1([O:7][C@H:6]2[C@@H:8]([CH2:10][OH:11])[O:9][C@@H:1]([O:12][C@@H:13]3[C@@H:40]([CH2:41][OH:42])[O:39][C@@H:16]([O:17][CH2:18][CH2:19][O:20][CH2:21][CH2:22][O:23][CH2:24][CH2:25][O:26][CH2:27][CH2:28][O:29][CH2:30][CH2:31][O:32][CH2:33][CH2:34][O:35][CH2:36][CH:37]=[CH2:38])[C@H:15]([OH:43])[C@H:14]3[OH:44])[C@H:2]([OH:3])[C@H:4]2[OH:5])[O:96][C@H:95]([CH2:97][OH:98])[C@H:94]([OH:99])[C@H:93]([OH:100])[C@H:92]1[OH:101]. (4) Reactant: [F:1][C:2]1[CH:7]=[C:6]([CH:8]2[CH2:13][CH2:12][O:11][CH2:10][CH2:9]2)[CH:5]=[CH:4][C:3]=1[N:14]1[CH:19]=[C:18]([OH:20])[C:17](=[O:21])[C:16]([C:22]2[N:26]([C:27]3[CH:32]=[CH:31][CH:30]=[CH:29][CH:28]=3)[N:25]=[CH:24][CH:23]=2)=[N:15]1.[H-].[Na+].Br[CH2:36][F:37].O. Product: [F:37][CH2:36][O:20][C:18]1[C:17](=[O:21])[C:16]([C:22]2[N:26]([C:27]3[CH:28]=[CH:29][CH:30]=[CH:31][CH:32]=3)[N:25]=[CH:24][CH:23]=2)=[N:15][N:14]([C:3]2[CH:4]=[CH:5][C:6]([CH:8]3[CH2:9][CH2:10][O:11][CH2:12][CH2:13]3)=[CH:7][C:2]=2[F:1])[CH:19]=1. The catalyst class is: 3. (5) Reactant: Br[C:2]1[CH:22]=[CH:21][C:5]([O:6][CH2:7][CH:8]2[CH2:13][CH2:12][N:11]([C:14]([O:16][C:17]([CH3:20])([CH3:19])[CH3:18])=[O:15])[CH2:10][CH2:9]2)=[CH:4][CH:3]=1.[C:23]([C:26]1[CH:31]=[CH:30][C:29](B(O)O)=[CH:28][CH:27]=1)(=[O:25])[CH3:24].O.C([O-])([O-])=O.[Cs+].[Cs+]. Product: [C:23]([C:26]1[CH:31]=[CH:30][C:29]([C:2]2[CH:22]=[CH:21][C:5]([O:6][CH2:7][CH:8]3[CH2:13][CH2:12][N:11]([C:14]([O:16][C:17]([CH3:20])([CH3:19])[CH3:18])=[O:15])[CH2:10][CH2:9]3)=[CH:4][CH:3]=2)=[CH:28][CH:27]=1)(=[O:25])[CH3:24]. The catalyst class is: 12. (6) Reactant: [CH2:1]([O:3][P:4]([C:9]([C:12]1[CH:17]=[CH:16][C:15]([CH2:18]Br)=[CH:14][CH:13]=1)([F:11])[F:10])(=[O:8])[O:5][CH2:6][CH3:7])[CH3:2].[C:20]1([C:26]2[CH:33]=[CH:32][C:29]([CH2:30][NH2:31])=[CH:28][CH:27]=2)[CH:25]=[CH:24][CH:23]=[CH:22][CH:21]=1.CCN([CH2:39][CH3:40])CC. Product: [CH2:1]([O:3][P:4]([C:9]([C:12]1[CH:17]=[CH:16][C:15]([CH2:18][N:31]([CH2:30][C:29]2[CH:28]=[CH:27][C:26]([C:20]3[CH:21]=[CH:22][CH:23]=[CH:24][CH:25]=3)=[CH:33][CH:32]=2)[CH2:18][C:15]2[CH:14]=[CH:13][C:12]([C:9]([P:4]([O:8][CH2:39][CH3:40])([O:3][CH2:1][CH3:2])=[O:5])([F:10])[F:11])=[CH:17][CH:16]=2)=[CH:14][CH:13]=1)([F:11])[F:10])(=[O:8])[O:5][CH2:6][CH3:7])[CH3:2]. The catalyst class is: 2. (7) Reactant: [CH2:1]([O:3][C:4](=[O:37])[CH2:5][N:6]([CH2:10][CH2:11][CH2:12][CH2:13][NH:14][CH2:15][C:16]1[CH:21]=[CH:20][C:19]([CH2:22][N:23]([CH2:31][C:32]2[NH:33][CH:34]=[CH:35][N:36]=2)[CH2:24][C:25]2[N:26]([CH3:30])[CH:27]=[CH:28][N:29]=2)=[CH:18][CH:17]=1)[CH2:7][CH2:8][CH3:9])[CH3:2].C(N(CC)CC)C.Br[CH2:46][C:47]([O:49][CH2:50][CH3:51])=[O:48]. Product: [CH2:1]([O:3][C:4](=[O:37])[CH2:5][N:6]([CH2:10][CH2:11][CH2:12][CH2:13][N:14]([CH2:46][C:47]([O:49][CH2:50][CH3:51])=[O:48])[CH2:15][C:16]1[CH:21]=[CH:20][C:19]([CH2:22][N:23]([CH2:31][C:32]2[NH:33][CH:34]=[CH:35][N:36]=2)[CH2:24][C:25]2[N:26]([CH3:30])[CH:27]=[CH:28][N:29]=2)=[CH:18][CH:17]=1)[CH2:7][CH2:8][CH3:9])[CH3:2]. The catalyst class is: 22.